From a dataset of Reaction yield outcomes from USPTO patents with 853,638 reactions. Predict the reaction yield, written as a fraction of the theoretical maximum amount of product (1.0 means a 100% yield; for example, 0.34 means a 34% yield). (1) The reactants are F[C:2]1[CH:3]=[C:4]([C:19]([NH2:21])=[O:20])[C:5]2[N:9]=[C:8]([C:10]3[CH:15]=[CH:14][C:13]([CH:16]=O)=[CH:12][CH:11]=3)[NH:7][C:6]=2[CH:18]=1.[C:22]([O:26][C:27]([NH:29][CH:30]1[CH2:34][CH2:33][NH:32][CH2:31]1)=[O:28])([CH3:25])([CH3:24])[CH3:23].C([BH3-])#N.[Na+]. The catalyst is [Cl-].[Zn+2].[Cl-].CO.CN(C=O)C. The product is [NH2:21][C:19]([C:4]1[C:5]2[N:9]=[C:8]([C:10]3[CH:15]=[CH:14][C:13]([CH2:16][N:32]4[CH2:33][CH2:34][CH:30]([NH:29][C:27](=[O:28])[O:26][C:22]([CH3:24])([CH3:23])[CH3:25])[CH2:31]4)=[CH:12][CH:11]=3)[NH:7][C:6]=2[CH:18]=[CH:2][CH:3]=1)=[O:20]. The yield is 0.840. (2) The reactants are [CH3:1][CH:2]1[C:15]2(OCC[O:16]2)[CH2:14][CH2:13][C:12]2([C:20]3[CH:25]=[CH:24][CH:23]=[CH:22][CH:21]=3)[CH:3]1[CH2:4][CH2:5][C:6]1[CH:7]=[N:8][C:9]([C:26]3[CH:31]=[CH:30][CH:29]=[CH:28][CH:27]=3)=[N:10][C:11]=12.Cl. The catalyst is O1CCOCC1.C(=O)(O)[O-].[Na+]. The product is [CH3:1][CH:2]1[CH:3]2[CH2:4][CH2:5][C:6]3[CH:7]=[N:8][C:9]([C:26]4[CH:27]=[CH:28][CH:29]=[CH:30][CH:31]=4)=[N:10][C:11]=3[C:12]2([C:20]2[CH:21]=[CH:22][CH:23]=[CH:24][CH:25]=2)[CH2:13][CH2:14][C:15]1=[O:16]. The yield is 1.00. (3) The reactants are Br[CH:2]([CH2:18][C:19]1[CH:24]=[CH:23][CH:22]=[CH:21][CH:20]=1)[C:3]([NH:5][C:6]([C:10]1[CH:15]=[C:14]([Br:16])[CH:13]=[CH:12][C:11]=1[F:17])([CH3:9])[CH2:7][OH:8])=[O:4].CC([O-])(C)C.[K+].C([C@H]1OC[C@@](C2C=C(Br)C=CC=2F)(C)NC1=O)C1C=CC=CC=1.C([C@@H]1OC[C@](C2C=C(Br)C=CC=2F)(C)NC1=O)C1C=CC=CC=1. No catalyst specified. The product is [Br:16][C:14]1[CH:13]=[CH:12][C:11]([F:17])=[C:10]([C:6]([NH:5][C:3](=[O:4])[CH:2]=[CH:18][C:19]2[CH:24]=[CH:23][CH:22]=[CH:21][CH:20]=2)([CH3:9])[CH2:7][OH:8])[CH:15]=1. The yield is 0.300. (4) The reactants are [Cl:1]N1C(=O)CCC1=O.CN(C)C=O.[CH3:14][O:15][C:16]1[CH:21]=[C:20]([CH3:22])[CH:19]=[CH:18][N:17]=1. The catalyst is O. The product is [Cl:1][C:19]1[C:20]([CH3:22])=[CH:21][C:16]([O:15][CH3:14])=[N:17][CH:18]=1. The yield is 0.820. (5) The reactants are [Br:1][C:2]1[C:10]([F:11])=[C:9]2[C:5]([CH:6]=[N:7][NH:8]2)=[CH:4][CH:3]=1.[C:12](=O)([O-])[O-].[K+].[K+].IC. The catalyst is CC#N. The product is [Br:1][C:2]1[C:10]([F:11])=[C:9]2[C:5]([CH:6]=[N:7][N:8]2[CH3:12])=[CH:4][CH:3]=1. The yield is 0.570. (6) The reactants are [CH3:1][C:2]1([CH3:19])[C:13]2[C:14]3[N:5]([C:6](=[O:18])[C:7](=[O:17])[NH:8][C:9]=3[CH:10]=[C:11]([CH3:16])[C:12]=2[CH3:15])[CH2:4][CH2:3]1.[H-].[Na+].[CH2:22](Br)[CH:23]=[CH2:24]. The catalyst is CN(C=O)C. The product is [CH2:24]([N:8]1[C:9]2[CH:10]=[C:11]([CH3:16])[C:12]([CH3:15])=[C:13]3[C:2]([CH3:19])([CH3:1])[CH2:3][CH2:4][N:5]([C:14]=23)[C:6](=[O:18])[C:7]1=[O:17])[CH:23]=[CH2:22]. The yield is 0.760. (7) The yield is 0.250. The catalyst is O. The product is [Cl:1][C:2]1[N:3]=[C:4]([CH2:20][C:21]2[CH:26]=[CH:25][C:24]([N+:27]([O-:29])=[O:28])=[CH:23][CH:22]=2)[N:5]2[CH:15]=[CH:14][N:13]=[C:6]2[C:7]=1[CH2:8][C:9]([O:11][CH3:12])=[O:10]. The reactants are [Cl:1][C:2]1[C:7]([CH2:8][C:9]([O:11][CH3:12])=[O:10])=[C:6]([NH:13][CH2:14][CH:15](OC)OC)[N:5]=[C:4]([CH2:20][C:21]2[CH:26]=[CH:25][C:24]([N+:27]([O-:29])=[O:28])=[CH:23][CH:22]=2)[N:3]=1.FC(F)(F)C(O)=O.ClCCl.FC(F)(F)C(OC(=O)C(F)(F)F)=O. (8) The product is [Cl:1][C:2]1[CH:3]=[CH:4][C:5]([CH2:6][NH:7][C:8]([C:10]2[C:11](=[O:23])[C:12]3[CH:18]=[C:17]([C:19]#[C:20][CH2:21][OH:22])[S:16][C:13]=3[N:14]([CH2:33][CH2:34][OH:35])[CH:15]=2)=[O:9])=[CH:24][CH:25]=1. The catalyst is CN(C=O)C. The reactants are [Cl:1][C:2]1[CH:25]=[CH:24][C:5]([CH2:6][NH:7][C:8]([C:10]2[C:11]([OH:23])=[C:12]3[CH:18]=[C:17]([C:19]#[C:20][CH2:21][OH:22])[S:16][C:13]3=[N:14][CH:15]=2)=[O:9])=[CH:4][CH:3]=1.C([O-])([O-])=O.[K+].[K+].Br[CH2:33][CH2:34][OH:35]. The yield is 0.360. (9) The reactants are [F:1][C:2]1[CH:7]=[C:6]([N+:8]([O-])=O)[C:5]([O:11][CH3:12])=[CH:4][C:3]=1[N:13]1[CH2:18][CH2:17][CH:16]([N:19]2[CH2:24][CH2:23][N:22]([CH3:25])[CH2:21][CH2:20]2)[CH2:15][CH2:14]1. The catalyst is [Pd].CO. The product is [F:1][C:2]1[C:3]([N:13]2[CH2:18][CH2:17][CH:16]([N:19]3[CH2:24][CH2:23][N:22]([CH3:25])[CH2:21][CH2:20]3)[CH2:15][CH2:14]2)=[CH:4][C:5]([O:11][CH3:12])=[C:6]([CH:7]=1)[NH2:8]. The yield is 0.930. (10) The reactants are [H-].[H-].[H-].[H-].[Li+].[Al+3].[Br:7][CH2:8][CH2:9][C:10]1[CH:15]=[CH:14][C:13]([C:16](OC)=[O:17])=[CH:12][CH:11]=1. The catalyst is C1COCC1. The product is [Br:7][CH2:8][CH2:9][C:10]1[CH:15]=[CH:14][C:13]([CH2:16][OH:17])=[CH:12][CH:11]=1. The yield is 0.826.